Dataset: Catalyst prediction with 721,799 reactions and 888 catalyst types from USPTO. Task: Predict which catalyst facilitates the given reaction. (1) Reactant: [F:1][C:2]([F:34])([F:33])[C:3]1[CH:32]=[CH:31][CH:30]=[CH:29][C:4]=1[O:5][CH:6]1[CH2:11][CH2:10][N:9]([C:12]2[N:17]=[CH:16][C:15]([C:18]3[CH:19]=[N:20][CH:21]=[C:22]([C:24]([O:26]CC)=[O:25])[CH:23]=3)=[CH:14][CH:13]=2)[CH2:8][CH2:7]1.C1COCC1.[OH-].[Na+]. Product: [F:34][C:2]([F:1])([F:33])[C:3]1[CH:32]=[CH:31][CH:30]=[CH:29][C:4]=1[O:5][CH:6]1[CH2:7][CH2:8][N:9]([C:12]2[N:17]=[CH:16][C:15]([C:18]3[CH:19]=[N:20][CH:21]=[C:22]([C:24]([OH:26])=[O:25])[CH:23]=3)=[CH:14][CH:13]=2)[CH2:10][CH2:11]1. The catalyst class is: 5. (2) Reactant: [NH2:1][CH2:2][CH2:3][C:4]([C:7]1[CH:12]=[CH:11][C:10]([NH:13][C:14](=[O:25])[C:15]2[CH:20]=[CH:19][C:18]([O:21][CH3:22])=[C:17]([O:23][CH3:24])[CH:16]=2)=[CH:9][CH:8]=1)([CH3:6])[CH3:5].[N:26]1[CH:27]=[C:28]([C:35](O)=[O:36])[N:29]2[CH:34]=[CH:33][CH:32]=[CH:31][C:30]=12.C1C=CC2N(O)N=NC=2C=1.C(Cl)CCl. Product: [CH3:24][O:23][C:17]1[CH:16]=[C:15]([CH:20]=[CH:19][C:18]=1[O:21][CH3:22])[C:14]([NH:13][C:10]1[CH:9]=[CH:8][C:7]([C:4]([CH3:5])([CH3:6])[CH2:3][CH2:2][NH:1][C:35]([C:28]2[N:29]3[CH:34]=[CH:33][CH:32]=[CH:31][C:30]3=[N:26][CH:27]=2)=[O:36])=[CH:12][CH:11]=1)=[O:25]. The catalyst class is: 2. (3) Reactant: [NH2:1][C:2]1[C:7]([Cl:8])=[CH:6][C:5]([C:9](=[O:11])[CH3:10])=[CH:4][C:3]=1[Cl:12].C1(C)C=CC(S(O)(=O)=O)=CC=1.[NH+]1C=CC=CC=1.[CH2:30](O)[CH2:31][OH:32]. Product: [Cl:12][C:3]1[CH:4]=[C:5]([C:9]2([CH3:10])[O:32][CH2:31][CH2:30][O:11]2)[CH:6]=[C:7]([Cl:8])[C:2]=1[NH2:1]. The catalyst class is: 48. (4) Reactant: [F:1][C:2]([F:29])([F:28])[S:3]([C:6]1[CH:7]=[CH:8][C:9]2[O:14][CH2:13][C@H:12]([CH2:15]OS(C3C=CC(C)=CC=3)(=O)=O)[O:11][C:10]=2[CH:27]=1)(=[O:5])=[O:4].[CH2:30]([NH2:32])[CH3:31].Cl. Product: [F:1][C:2]([F:29])([F:28])[S:3]([C:6]1[CH:7]=[CH:8][C:9]2[O:14][CH2:13][C@H:12]([CH2:15][NH:32][CH2:30][CH3:31])[O:11][C:10]=2[CH:27]=1)(=[O:4])=[O:5]. The catalyst class is: 10. (5) Reactant: [CH3:1][O:2][C:3](=[O:25])[C:4]1[CH:9]=[CH:8][C:7]([NH2:10])=[C:6]([CH2:11][S:12]([C:15]2[C:24]3[C:19](=[CH:20][CH:21]=[CH:22][CH:23]=3)[CH:18]=[CH:17][CH:16]=2)(=[O:14])=[O:13])[CH:5]=1.Cl.[N:27]([O-])=O.[Na+].C(=O)(O)[O-].[Na+]. Product: [CH3:1][O:2][C:3]([C:4]1[CH:5]=[C:6]2[C:7](=[CH:8][CH:9]=1)[NH:10][N:27]=[C:11]2[S:12]([C:15]1[C:24]2[C:19](=[CH:20][CH:21]=[CH:22][CH:23]=2)[CH:18]=[CH:17][CH:16]=1)(=[O:13])=[O:14])=[O:25]. The catalyst class is: 20. (6) Reactant: C(Cl)(=O)C(Cl)=O.[Cl:7][C:8]1[CH:13]=[CH:12][C:11]([C:14]2[S:18][C:17]([C:19](O)=[O:20])=[C:16]([C:22]3[CH:27]=[CH:26][C:25]([S:28](=[O:31])(=[O:30])[NH2:29])=[CH:24][CH:23]=3)[C:15]=2[N:32]([CH3:34])[CH3:33])=[CH:10][CH:9]=1.[CH3:35][N:36]([CH:38]=O)[CH3:37].C(N(CC)CC)C.Cl.[CH3:48][NH:49][O:50][CH3:51]. Product: [Cl:7][C:8]1[CH:9]=[CH:10][C:11]([C:14]2[S:18][C:17]([C:19]([N:49]([O:50][CH3:51])[CH3:48])=[O:20])=[C:16]([C:22]3[CH:27]=[CH:26][C:25]([S:28](=[O:31])(=[O:30])[N:29]=[CH:38][N:36]([CH3:35])[CH3:37])=[CH:24][CH:23]=3)[C:15]=2[N:32]([CH3:33])[CH3:34])=[CH:12][CH:13]=1. The catalyst class is: 4.